From a dataset of Forward reaction prediction with 1.9M reactions from USPTO patents (1976-2016). Predict the product of the given reaction. (1) The product is: [C:1]([C:5]1[N:29]([C:30]([NH2:32])=[O:31])[C:8]2=[C:9]([Cl:28])[N:10]=[C:11]([NH2:25])[C:12]([O:13][C@@H:14]([C:16]3[C:21]([Cl:22])=[CH:20][CH:19]=[C:18]([F:23])[C:17]=3[Cl:24])[CH3:15])=[C:7]2[CH:6]=1)([CH3:2])([CH3:3])[CH3:4]. Given the reactants [C:1]([C:5]1[N:29]([C:30]([NH2:32])=[O:31])[C:8]2=[C:9]([Cl:28])[N:10]=[C:11]([N+:25]([O-])=O)[C:12]([O:13][C@@H:14]([C:16]3[C:21]([Cl:22])=[CH:20][CH:19]=[C:18]([F:23])[C:17]=3[Cl:24])[CH3:15])=[C:7]2[CH:6]=1)([CH3:4])([CH3:3])[CH3:2], predict the reaction product. (2) Given the reactants [CH2:1]([O:8][C:9]1[C:10]([C:28]([O:30][CH2:31][CH3:32])=[O:29])=[C:11](Br)[N:12]2[CH2:17][CH2:16][N:15]([CH2:18][C:19]3[CH:24]=[CH:23][C:22]([F:25])=[CH:21][CH:20]=3)[C:14](=[O:26])[C:13]=12)[C:2]1[CH:7]=[CH:6][CH:5]=[CH:4][CH:3]=1.C1(P(C2C=CC=CC=2)C2C=CC=CC=2)C=CC=CC=1.[CH3:52][N:53](C=O)C, predict the reaction product. The product is: [CH2:1]([O:8][C:9]1[C:10]([C:28]([O:30][CH2:31][CH3:32])=[O:29])=[C:11]([C:52]#[N:53])[N:12]2[CH2:17][CH2:16][N:15]([CH2:18][C:19]3[CH:24]=[CH:23][C:22]([F:25])=[CH:21][CH:20]=3)[C:14](=[O:26])[C:13]=12)[C:2]1[CH:7]=[CH:6][CH:5]=[CH:4][CH:3]=1. (3) Given the reactants [CH:1]1[CH:6]=[C:5]2[C:7]([C:9](O)([OH:12])[C:10](=[O:11])[C:4]2=[CH:3][CH:2]=1)=[O:8].[N+:14]([C:17]1[CH:22]=[CH:21][C:20]([OH:23])=[CH:19][CH:18]=1)([O-:16])=[O:15], predict the reaction product. The product is: [OH:11][C:10]12[C:4]3[C:5](=[CH:6][CH:1]=[CH:2][CH:3]=3)[C:7](=[O:8])[C:9]1([OH:12])[C:19]1[CH:18]=[C:17]([N+:14]([O-:16])=[O:15])[CH:22]=[CH:21][C:20]=1[O:23]2. (4) Given the reactants [H-].[Al+3].[Li+].[H-].[H-].[H-].[Si:7]([O:14][C@@H:15]1[CH2:20][CH2:19][C@H:18]([C:21](OC)=[O:22])[CH2:17][CH2:16]1)([C:10]([CH3:13])([CH3:12])[CH3:11])([CH3:9])[CH3:8].[OH-].[K+], predict the reaction product. The product is: [Si:7]([O:14][C@@H:15]1[CH2:16][CH2:17][C@H:18]([CH2:21][OH:22])[CH2:19][CH2:20]1)([C:10]([CH3:13])([CH3:12])[CH3:11])([CH3:9])[CH3:8]. (5) Given the reactants [CH2:1]([O:3][C:4](=[O:19])[CH:5]([O:15][CH:16]([CH3:18])[CH3:17])[CH2:6][C:7]1[CH:12]=[CH:11][C:10]([OH:13])=[C:9]([F:14])[CH:8]=1)[CH3:2].[CH3:20][C:21]1[N:22]=[C:23]([C:28]2[CH:33]=[CH:32][C:31]([C:34]([F:37])([F:36])[F:35])=[CH:30][CH:29]=2)[S:24][C:25]=1[CH2:26]O.C1(P(C2C=CC=CC=2)C2C=CC=CC=2)C=CC=CC=1.N(C(OCC)=O)=NC(OCC)=O, predict the reaction product. The product is: [CH2:1]([O:3][C:4](=[O:19])[CH:5]([O:15][CH:16]([CH3:18])[CH3:17])[CH2:6][C:7]1[CH:12]=[CH:11][C:10]([O:13][CH2:26][C:25]2[S:24][C:23]([C:28]3[CH:29]=[CH:30][C:31]([C:34]([F:37])([F:35])[F:36])=[CH:32][CH:33]=3)=[N:22][C:21]=2[CH3:20])=[C:9]([F:14])[CH:8]=1)[CH3:2]. (6) Given the reactants [N:1]([CH2:4][C:5]1[O:6][C:7]([C:10](OCC)=[O:11])=[CH:8][N:9]=1)=[N+:2]=[N-:3].[BH4-].[Na+], predict the reaction product. The product is: [N:1]([CH2:4][C:5]1[O:6][C:7]([CH2:10][OH:11])=[CH:8][N:9]=1)=[N+:2]=[N-:3].